Task: Regression. Given two drug SMILES strings and cell line genomic features, predict the synergy score measuring deviation from expected non-interaction effect.. Dataset: NCI-60 drug combinations with 297,098 pairs across 59 cell lines (1) Drug 1: C1C(C(OC1N2C=NC3=C(N=C(N=C32)Cl)N)CO)O. Cell line: MALME-3M. Drug 2: C1CC(C1)(C(=O)O)C(=O)O.[NH2-].[NH2-].[Pt+2]. Synergy scores: CSS=26.2, Synergy_ZIP=1.96, Synergy_Bliss=4.33, Synergy_Loewe=1.60, Synergy_HSA=7.25. (2) Drug 1: C1CCC(CC1)NC(=O)N(CCCl)N=O. Drug 2: CC1C(C(CC(O1)OC2CC(OC(C2O)C)OC3=CC4=CC5=C(C(=O)C(C(C5)C(C(=O)C(C(C)O)O)OC)OC6CC(C(C(O6)C)O)OC7CC(C(C(O7)C)O)OC8CC(C(C(O8)C)O)(C)O)C(=C4C(=C3C)O)O)O)O. Cell line: OVCAR-8. Synergy scores: CSS=17.6, Synergy_ZIP=-2.12, Synergy_Bliss=2.32, Synergy_Loewe=0.790, Synergy_HSA=0.492. (3) Drug 1: C1CC(C1)(C(=O)O)C(=O)O.[NH2-].[NH2-].[Pt+2]. Drug 2: CCC1(C2=C(COC1=O)C(=O)N3CC4=CC5=C(C=CC(=C5CN(C)C)O)N=C4C3=C2)O.Cl. Cell line: HL-60(TB). Synergy scores: CSS=77.3, Synergy_ZIP=-0.598, Synergy_Bliss=-2.35, Synergy_Loewe=-14.3, Synergy_HSA=-1.83. (4) Drug 1: CN(C)N=NC1=C(NC=N1)C(=O)N. Drug 2: C#CCC(CC1=CN=C2C(=N1)C(=NC(=N2)N)N)C3=CC=C(C=C3)C(=O)NC(CCC(=O)O)C(=O)O. Cell line: UO-31. Synergy scores: CSS=13.4, Synergy_ZIP=-5.13, Synergy_Bliss=-2.94, Synergy_Loewe=-3.18, Synergy_HSA=-3.18. (5) Drug 1: CCN(CC)CCNC(=O)C1=C(NC(=C1C)C=C2C3=C(C=CC(=C3)F)NC2=O)C. Drug 2: C1CNP(=O)(OC1)N(CCCl)CCCl. Cell line: HCT-15. Synergy scores: CSS=-2.95, Synergy_ZIP=3.90, Synergy_Bliss=0.826, Synergy_Loewe=-5.58, Synergy_HSA=-5.39.